From a dataset of Buchwald-Hartwig C-N cross coupling reaction yields with 55,370 reactions. Predict the reaction yield, written as a fraction of the theoretical maximum amount of product (1.0 means a 100% yield; for example, 0.34 means a 34% yield). (1) The yield is 0.705. The product is CCc1ccc(Nc2ccc(C)cc2)cc1. The reactants are CCc1ccc(Br)cc1.Cc1ccc(N)cc1.O=S(=O)(O[Pd]1c2ccccc2-c2ccccc2N~1)C(F)(F)F.CC(C)c1cc(C(C)C)c(-c2ccccc2P(C(C)(C)C)C(C)(C)C)c(C(C)C)c1.CN(C)C(=NC(C)(C)C)N(C)C.CCOC(=O)c1cc(C)no1. No catalyst specified. (2) The reactants are CCc1ccc(Br)cc1.Cc1ccc(N)cc1.O=S(=O)(O[Pd]1c2ccccc2-c2ccccc2N~1)C(F)(F)F.COc1ccc(OC)c(P([C@]23C[C@H]4C[C@H](C[C@H](C4)C2)C3)[C@]23C[C@H]4C[C@H](C[C@H](C4)C2)C3)c1-c1c(C(C)C)cc(C(C)C)cc1C(C)C.CN1CCCN2CCCN=C12.c1ccc(CN(Cc2ccccc2)c2ccon2)cc1. No catalyst specified. The product is CCc1ccc(Nc2ccc(C)cc2)cc1. The yield is 0.741. (3) The reactants are Clc1cccnc1.Cc1ccc(N)cc1.O=S(=O)(O[Pd]1c2ccccc2-c2ccccc2N~1)C(F)(F)F.CC(C)c1cc(C(C)C)c(-c2ccccc2P(C2CCCCC2)C2CCCCC2)c(C(C)C)c1.CCN=P(N=P(N(C)C)(N(C)C)N(C)C)(N(C)C)N(C)C.COC(=O)c1ccno1. No catalyst specified. The product is Cc1ccc(Nc2cccnc2)cc1. The yield is 0.0303. (4) The reactants are Ic1cccnc1.Cc1ccc(N)cc1.O=S(=O)(O[Pd]1c2ccccc2-c2ccccc2N~1)C(F)(F)F.COc1ccc(OC)c(P(C(C)(C)C)C(C)(C)C)c1-c1c(C(C)C)cc(C(C)C)cc1C(C)C.CN1CCCN2CCCN=C12.COC(=O)c1ccno1. No catalyst specified. The product is Cc1ccc(Nc2cccnc2)cc1. The yield is 0.702. (5) The yield is 0.444. The product is COc1ccc(Nc2ccc(C)cc2)cc1. The reactants are COc1ccc(I)cc1.Cc1ccc(N)cc1.O=S(=O)(O[Pd]1c2ccccc2-c2ccccc2N~1)C(F)(F)F.CC(C)c1cc(C(C)C)c(-c2ccccc2P(C(C)(C)C)C(C)(C)C)c(C(C)C)c1.CN1CCCN2CCCN=C12.COC(=O)c1cc(-c2ccco2)on1. No catalyst specified. (6) The reactants are CCc1ccc(I)cc1.Cc1ccc(N)cc1.O=S(=O)(O[Pd]1c2ccccc2-c2ccccc2N~1)C(F)(F)F.CC(C)c1cc(C(C)C)c(-c2ccccc2P(C(C)(C)C)C(C)(C)C)c(C(C)C)c1.CN1CCCN2CCCN=C12.CCOC(=O)c1cnoc1. No catalyst specified. The product is CCc1ccc(Nc2ccc(C)cc2)cc1. The yield is 0.308. (7) The reactants are CCc1ccc(Cl)cc1.Cc1ccc(N)cc1.O=S(=O)(O[Pd]1c2ccccc2-c2ccccc2N~1)C(F)(F)F.CC(C)c1cc(C(C)C)c(-c2ccccc2P(C(C)(C)C)C(C)(C)C)c(C(C)C)c1.CN(C)C(=NC(C)(C)C)N(C)C.CCOC(=O)c1cnoc1C. No catalyst specified. The product is CCc1ccc(Nc2ccc(C)cc2)cc1. The yield is 0. (8) The reactants are Clc1cccnc1.Cc1ccc(N)cc1.O=S(=O)(O[Pd]1c2ccccc2-c2ccccc2N~1)C(F)(F)F.CC(C)c1cc(C(C)C)c(-c2ccccc2P(C2CCCCC2)C2CCCCC2)c(C(C)C)c1.CN(C)C(=NC(C)(C)C)N(C)C.COC(=O)c1ccno1. No catalyst specified. The product is Cc1ccc(Nc2cccnc2)cc1. The yield is 0.00895.